This data is from Forward reaction prediction with 1.9M reactions from USPTO patents (1976-2016). The task is: Predict the product of the given reaction. (1) Given the reactants C(O)(C)C.[CH3:5][C:6]1[CH:7]=[CH:8][C:9]([NH:25][C:26]([C:28]2[CH:29]=[CH:30][C:31]([CH2:34][N:35]3[CH2:40][CH2:39][N:38]([CH3:41])[CH2:37][CH2:36]3)=[CH:32][CH:33]=2)=[O:27])=[CH:10][C:11]=1[NH:12][C:13]1[N:14]=[CH:15][CH:16]=[C:17]([C:19]2[CH:20]=[CH:21][CH:22]=[N:23][CH:24]=2)[N:18]=1.[CH3:42][S:43]([OH:46])(=[O:45])=[O:44], predict the reaction product. The product is: [CH3:5][C:6]1[CH:7]=[CH:8][C:9]([NH:25][C:26]([C:28]2[CH:33]=[CH:32][C:31]([CH2:34][N:35]3[CH2:36][CH2:37][N:38]([CH3:41])[CH2:39][CH2:40]3)=[CH:30][CH:29]=2)=[O:27])=[CH:10][C:11]=1[NH:12][C:13]1[N:14]=[CH:15][CH:16]=[C:17]([C:19]2[CH:20]=[CH:21][CH:22]=[N:23][CH:24]=2)[N:18]=1.[CH3:42][S:43]([OH:46])(=[O:45])=[O:44]. (2) Given the reactants [CH3:1][CH2:2][C@@H:3]1[NH:46][C:44](=[O:45])[C@H:43]([C@H:47]([OH:54])[C@@H:48]([CH2:50]/[CH:51]=[CH:52]/[CH3:53])[CH3:49])[N:42]([CH3:55])[C:40](=[O:41])[C@H:39]([CH:56]([CH3:58])[CH3:57])[N:38]([CH3:59])[C:36](=[O:37])[C@H:35]([CH2:60][CH:61]([CH3:63])[CH3:62])[N:34]([CH3:64])[C:32](=[O:33])[C@H:31]([CH2:65][CH:66]([CH3:68])[CH3:67])[N:30]([CH3:69])[C:28](=[O:29])[C@@H:27]([CH3:70])[NH:26][C:24](=[O:25])[C@H:23]([CH3:71])[NH:22][C:20](=[O:21])[C@H:19]([CH2:72][CH:73]([CH3:75])[CH3:74])[N:18]([CH3:76])[C:16](=[O:17])[C@H:15]([CH:77]([CH3:79])[CH3:78])[NH:14][C:12](=[O:13])[C@H:11]([CH2:80][CH:81]([CH3:83])[CH3:82])[N:10]([CH3:84])[C:8](=[O:9])[CH2:7][N:6]([CH3:85])[C:4]1=[O:5].CS(O)(=O)=O.[OH-].[Na+], predict the reaction product. The product is: [CH3:1][CH2:2][C@@H:3]1[NH:46][C:44](=[O:45])[C@H:43]([C@H:47]([OH:54])[C@@H:48]([CH2:50]/[CH:51]=[CH:52]/[CH3:53])[CH3:49])[N:42]([CH3:55])[C:40](=[O:41])[C@@H:39]([CH:56]([CH3:57])[CH3:58])[N:38]([CH3:59])[C:36](=[O:37])[C@H:35]([CH2:60][CH:61]([CH3:62])[CH3:63])[N:34]([CH3:64])[C:32](=[O:33])[C@H:31]([CH2:65][CH:66]([CH3:68])[CH3:67])[N:30]([CH3:69])[C:28](=[O:29])[C@@H:27]([CH3:70])[NH:26][C:24](=[O:25])[C@H:23]([CH3:71])[NH:22][C:20](=[O:21])[C@H:19]([CH2:72][CH:73]([CH3:75])[CH3:74])[N:18]([CH3:76])[C:16](=[O:17])[C@H:15]([CH:77]([CH3:79])[CH3:78])[NH:14][C:12](=[O:13])[C@H:11]([CH2:80][CH:81]([CH3:83])[CH3:82])[N:10]([CH3:84])[C:8](=[O:9])[CH2:7][N:6]([CH3:85])[C:4]1=[O:5]. (3) Given the reactants Br[C:2]1[CH:16]=[CH:15][C:5]([CH2:6][N:7]2[CH2:10][CH:9]([C:11]([O:13][CH3:14])=[O:12])[CH2:8]2)=[CH:4][C:3]=1[F:17].[C:18]1([CH:24]([C:27]2[CH:28]=[CH:29][C:30]3[O:34][C:33](B(O)O)=[CH:32][C:31]=3[CH:38]=2)[CH2:25][CH3:26])[CH:23]=[CH:22][CH:21]=[CH:20][CH:19]=1, predict the reaction product. The product is: [F:17][C:3]1[CH:4]=[C:5]([CH2:6][N:7]2[CH2:10][CH:9]([C:11]([O:13][CH3:14])=[O:12])[CH2:8]2)[CH:15]=[CH:16][C:2]=1[C:33]1[O:34][C:30]2[CH:29]=[CH:28][C:27]([CH:24]([C:18]3[CH:19]=[CH:20][CH:21]=[CH:22][CH:23]=3)[CH2:25][CH3:26])=[CH:38][C:31]=2[CH:32]=1.